From a dataset of Forward reaction prediction with 1.9M reactions from USPTO patents (1976-2016). Predict the product of the given reaction. Given the reactants Cl.C(N=C=NCCCN(C)C)C.ON1C2C=CC=CC=2N=N1.Cl.[CH2:24]([O:26][C:27](=[O:35])[CH:28]([NH2:34])[C:29]([O:31][CH2:32][CH3:33])=[O:30])[CH3:25].[CH3:36][C:37]1[CH:38]=[CH:39][C:40]([C:43](O)=[O:44])=[N:41][CH:42]=1, predict the reaction product. The product is: [CH2:32]([O:31][C:29](=[O:30])[CH:28]([NH:34][C:43]([C:40]1[CH:39]=[CH:38][C:37]([CH3:36])=[CH:42][N:41]=1)=[O:44])[C:27]([O:26][CH2:24][CH3:25])=[O:35])[CH3:33].